This data is from Reaction yield outcomes from USPTO patents with 853,638 reactions. The task is: Predict the reaction yield, written as a fraction of the theoretical maximum amount of product (1.0 means a 100% yield; for example, 0.34 means a 34% yield). (1) No catalyst specified. The product is [OH:1][CH2:2][CH2:3][N:4]([CH:22]([CH3:24])[CH3:23])[C:5]([C:7]1[S:8][C:9]2[CH2:10][CH2:11][O:12][C:13]3[CH:20]=[CH:19][C:18]([C:31]4[C:26]([CH3:25])=[N:27][C:28]([NH2:41])=[N:29][CH:30]=4)=[CH:17][C:14]=3[C:15]=2[N:16]=1)=[O:6]. The yield is 0.0100. The reactants are [OH:1][CH2:2][CH2:3][N:4]([CH:22]([CH3:24])[CH3:23])[C:5]([C:7]1[S:8][C:9]2[CH2:10][CH2:11][O:12][C:13]3[CH:20]=[CH:19][C:18](Br)=[CH:17][C:14]=3[C:15]=2[N:16]=1)=[O:6].[CH3:25][C:26]1[C:31](B2OC(C)(C)C(C)(C)O2)=[CH:30][N:29]=[C:28]([NH2:41])[N:27]=1. (2) The reactants are [Cl:1][C:2]1[CH:3]=[N:4][CH:5]=[C:6]([C:8]#[CH:9])[CH:7]=1.[F:10][C:11]1[CH:16]=[CH:15][C:14](I)=[CH:13][C:12]=1[F:18].C(N(CC)CC)C. The catalyst is C1(C=CC=CC=1)[P](C1C=CC=CC=1)(C1C=CC=CC=1)[Pd][P](C1C=CC=CC=1)(C1C=CC=CC=1)C1C=CC=CC=1.[Cu]I. The product is [Cl:1][C:2]1[CH:3]=[N:4][CH:5]=[C:6]([C:8]#[C:9][C:14]2[CH:15]=[CH:16][C:11]([F:10])=[C:12]([F:18])[CH:13]=2)[CH:7]=1. The yield is 0.880.